Dataset: Forward reaction prediction with 1.9M reactions from USPTO patents (1976-2016). Task: Predict the product of the given reaction. (1) Given the reactants [Br:1][C:2]1[CH:8]=[CH:7][C:5]([NH2:6])=[C:4]([N+:9]([O-:11])=[O:10])[C:3]=1F.C(=O)([O-])[O-].[Cs+].[Cs+].[F:19][C:20]1[CH:25]=[C:24]([F:26])[CH:23]=[CH:22][C:21]=1[OH:27], predict the reaction product. The product is: [Br:1][C:2]1[CH:8]=[CH:7][C:5]([NH2:6])=[C:4]([N+:9]([O-:11])=[O:10])[C:3]=1[O:27][C:21]1[CH:22]=[CH:23][C:24]([F:26])=[CH:25][C:20]=1[F:19]. (2) Given the reactants [NH2:1][CH2:2][CH2:3][CH2:4][C@H:5]([NH:9][C:10]([C:12]1[CH:17]=[CH:16][CH:15]=[C:14]([CH:18]([C:25]2[CH:30]=[CH:29][CH:28]=[CH:27][CH:26]=2)[C:19]2[CH:24]=[CH:23][CH:22]=[CH:21][CH:20]=2)[CH:13]=1)=[O:11])[C:6]([OH:8])=[O:7].[C:31]([OH:37])([C:33]([F:36])([F:35])[F:34])=[O:32].Cl.[C:39](=[NH:44])(OCC)[CH3:40].C(N(CC)CC)C, predict the reaction product. The product is: [C:25]1([CH:18]([C:19]2[CH:24]=[CH:23][CH:22]=[CH:21][CH:20]=2)[C:14]2[CH:13]=[C:12]([C:10]([NH:9][C@@H:5]([CH2:4][CH2:3][CH2:2][NH:1][C:39](=[NH:44])[CH3:40])[C:6]([OH:8])=[O:7])=[O:11])[CH:17]=[CH:16][CH:15]=2)[CH:26]=[CH:27][CH:28]=[CH:29][CH:30]=1.[C:31]([OH:37])([C:33]([F:36])([F:35])[F:34])=[O:32]. (3) Given the reactants [F:1][C:2]([F:15])([F:14])[C:3]1[C:12]2[CH:11]=[N:10][CH:9]=[CH:8][C:7]=2[C:6]([NH2:13])=[CH:5][CH:4]=1.[F:16][C:17]([F:29])([F:28])[C:18]1[CH:27]=[CH:26][C:21]([CH2:22][N:23]=[C:24]=[O:25])=[CH:20][CH:19]=1.C([O-])([O-])=O.[K+].[K+], predict the reaction product. The product is: [F:15][C:2]([F:1])([F:14])[C:3]1[CH:4]=[CH:5][C:6]([NH:13][C:24]([NH:23][CH2:22][C:21]2[CH:20]=[CH:19][C:18]([C:17]([F:16])([F:29])[F:28])=[CH:27][CH:26]=2)=[O:25])=[C:7]2[C:12]=1[CH:11]=[N:10][CH:9]=[CH:8]2. (4) The product is: [Br:1][C:2]1[CH:3]=[C:4]([CH3:9])[C:5]([N:14]2[CH:13]=[C:12]([C:11]([F:18])([F:17])[F:10])[CH:16]=[N:15]2)=[N:6][CH:7]=1. Given the reactants [Br:1][C:2]1[CH:3]=[C:4]([CH3:9])[C:5](Cl)=[N:6][CH:7]=1.[F:10][C:11]([F:18])([F:17])[C:12]1[CH:13]=[N:14][NH:15][CH:16]=1.C(=O)([O-])[O-].[K+].[K+], predict the reaction product. (5) Given the reactants COC(=O)C1[CH:9]=[CH:8][C:7]([NH:10][C:11](=[O:35])[CH:12]([N:20]2[CH2:24][C:23]([O:25][C:26]3[C:31]([F:32])=[CH:30][CH:29]=[CH:28][C:27]=3[F:33])=[CH:22][C:21]2=[O:34])[CH2:13][CH:14]2[CH2:19][CH2:18][O:17][CH2:16][CH2:15]2)=[N:6]C=1.CN(C)CCCN=C=NCC.ON1C2C=CC=CC=2N=N1.NC1C=C[N:61]([CH2:64][C:65]([CH3:68])([OH:67])[CH3:66])N=1, predict the reaction product. The product is: [F:32][C:31]1[CH:30]=[CH:29][CH:28]=[C:27]([F:33])[C:26]=1[O:25][C:23]1[CH2:24][N:20]([CH:12]([CH2:13][CH:14]2[CH2:15][CH2:16][O:17][CH2:18][CH2:19]2)[C:11]([NH:10][C:7]2[CH:8]=[CH:9][N:61]([CH2:64][C:65]([OH:67])([CH3:68])[CH3:66])[N:6]=2)=[O:35])[C:21](=[O:34])[CH:22]=1. (6) The product is: [C:1]([N:5]1[C:6]2[CH:11]=[CH:10][C:9]([C:12]([F:14])([F:15])[F:13])=[CH:8][C:7]=2[N:16]=[C:4]1[C:1]1[CH:3]=[CH:23][N:20]=[CH:19][CH:2]=1)([CH3:4])([CH3:2])[CH3:3]. Given the reactants [C:1]([NH:5][C:6]1[C:7]([NH2:16])=[CH:8][C:9]([C:12]([F:15])([F:14])[F:13])=[CH:10][CH:11]=1)([CH3:4])([CH3:3])[CH3:2].[OH-].[Na+].[CH3:19][N:20]([CH3:23])C=O, predict the reaction product.